This data is from CYP3A4 inhibition data for predicting drug metabolism from PubChem BioAssay. The task is: Regression/Classification. Given a drug SMILES string, predict its absorption, distribution, metabolism, or excretion properties. Task type varies by dataset: regression for continuous measurements (e.g., permeability, clearance, half-life) or binary classification for categorical outcomes (e.g., BBB penetration, CYP inhibition). Dataset: cyp3a4_veith. (1) The compound is CCOC(=O)C1=C(C)NC2(O)c3ccccc3C(=O)C12O. The result is 0 (non-inhibitor). (2) The result is 0 (non-inhibitor). The drug is CC(C)OC(=O)CSc1nc(-c2ccc(F)cc2)nc2ccc(F)cc12. (3) The compound is O=C(NC(Cc1ccccc1)C(=O)O)/C(=C\c1ccco1)NC(=O)c1ccc(Br)cc1. The result is 0 (non-inhibitor). (4) The drug is Cc1cc(C)n2nc(SCc3cc(=O)oc4ccc5ccccc5c34)nc2n1. The result is 1 (inhibitor). (5) The compound is O=C(/C=C1\NCC2c3ccccc3CCN2C1=O)c1ccccc1. The result is 1 (inhibitor). (6) The molecule is CC(C)c1c(CN(C)[C@@H](C)Cc2ccccc2)n(C)n(-c2ccccc2)c1=O. The result is 1 (inhibitor).